This data is from Forward reaction prediction with 1.9M reactions from USPTO patents (1976-2016). The task is: Predict the product of the given reaction. (1) Given the reactants [Al+3].[Cl-].[Cl-].[Cl-].[Cl:5][CH2:6][CH2:7][CH2:8][C:9](Cl)=[O:10].[F:12][C:13]1[CH:14]=[C:15]2[C:19](=[CH:20][CH:21]=1)[NH:18][CH:17]=[CH:16]2.Cl, predict the reaction product. The product is: [Cl:5][CH2:6][CH2:7][CH2:8][C:9]([C:16]1[C:15]2[C:19](=[CH:20][CH:21]=[C:13]([F:12])[CH:14]=2)[NH:18][CH:17]=1)=[O:10]. (2) Given the reactants Br[C:2]1[CH:3]=[CH:4][C:5]([C:8]([O:10][CH3:11])=[O:9])=[N:6][CH:7]=1.[Cu][C:13]#[N:14], predict the reaction product. The product is: [C:13]([C:2]1[CH:3]=[CH:4][C:5]([C:8]([O:10][CH3:11])=[O:9])=[N:6][CH:7]=1)#[N:14]. (3) Given the reactants [CH3:1][O:2][C:3]([C:5]1[CH:10]=[CH:9][C:8]([C:11]2([C:17]([OH:19])=[O:18])[CH2:16][CH2:15][CH2:14][CH2:13][CH2:12]2)=[CH:7][CH:6]=1)=[O:4].[C:20](OC(O[C:20]([CH3:23])([CH3:22])[CH3:21])N(C)C)([CH3:23])([CH3:22])[CH3:21], predict the reaction product. The product is: [C:20]([O:18][C:17]([C:11]1([C:8]2[CH:9]=[CH:10][C:5]([C:3]([O:2][CH3:1])=[O:4])=[CH:6][CH:7]=2)[CH2:16][CH2:15][CH2:14][CH2:13][CH2:12]1)=[O:19])([CH3:23])([CH3:22])[CH3:21]. (4) Given the reactants Br[CH2:2][C:3]([NH:5][C:6]1[CH:11]=[CH:10][CH:9]=[C:8]([CH:12]([CH3:14])[CH3:13])[C:7]=1[OH:15])=[O:4].C(=O)([O-])[O-].[K+].[K+].O.Cl, predict the reaction product. The product is: [CH:12]([C:8]1[C:7]2[O:15][CH2:2][C:3](=[O:4])[NH:5][C:6]=2[CH:11]=[CH:10][CH:9]=1)([CH3:14])[CH3:13]. (5) The product is: [C:1]([N:4]([CH2:26][C:27]1[CH:28]=[CH:29][C:30]([C:33]2[CH:38]=[N:37][C:36]([NH2:39])=[C:35]([NH:54][CH2:55][C:56]3[C:57]([Cl:63])=[CH:58][CH:59]=[CH:60][C:61]=3[Cl:62])[N:34]=2)=[CH:31][CH:32]=1)[CH:5]1[CH2:10][CH2:9][NH:8][C@@H:7]([C:18]([O:20][CH:21]2[CH2:22][CH2:23][CH2:24][CH2:25]2)=[O:19])[CH2:6]1)(=[O:3])[CH3:2]. Given the reactants [C:1]([N:4]([CH2:26][C:27]1[CH:32]=[CH:31][C:30]([C:33]2[CH:38]=[N:37][C:36]([N:39](C(OC(C)(C)C)=O)C(OC(C)(C)C)=O)=[C:35]([N:54](C(OC(C)(C)C)=O)[CH2:55][C:56]3[C:61]([Cl:62])=[CH:60][CH:59]=[CH:58][C:57]=3[Cl:63])[N:34]=2)=[CH:29][CH:28]=1)[CH:5]1[CH2:10][CH2:9][N:8](C(OC(C)(C)C)=O)[C@@H:7]([C:18]([O:20][CH:21]2[CH2:25][CH2:24][CH2:23][CH2:22]2)=[O:19])[CH2:6]1)(=[O:3])[CH3:2].Cl, predict the reaction product. (6) Given the reactants [I-].[CH3:2][P+](C1C=CC=CC=1)(C1C=CC=CC=1)C1C=CC=CC=1.CC(C)([O-])C.[K+].[C:28]1([N:34]([C:41]2[CH:48]=[CH:47][C:44]([CH:45]=O)=[CH:43][CH:42]=2)[C:35]2[CH:40]=[CH:39][CH:38]=[CH:37][CH:36]=2)[CH:33]=[CH:32][CH:31]=[CH:30][CH:29]=1, predict the reaction product. The product is: [C:28]1([N:34]([C:35]2[CH:40]=[CH:39][CH:38]=[CH:37][CH:36]=2)[C:41]2[CH:48]=[CH:47][C:44]([CH:45]=[CH2:2])=[CH:43][CH:42]=2)[CH:33]=[CH:32][CH:31]=[CH:30][CH:29]=1. (7) Given the reactants C(C1N(C2C=CC=CC=2)N=C(C(OCC)=O)C=1C1C=CC(C(O)=O)=CC=1C(N1CCC2C(=CC=CC=2)C1)=O)CCC.C([O:46][C:47]([C:49]1[CH:54]=[CH:53][C:52]([C:55]2[C:56]([C:73]([O:75][CH2:76][CH3:77])=[O:74])=[N:57][N:58]([C:64]3[CH:69]=[CH:68][C:67]([CH2:70][CH2:71][OH:72])=[CH:66][CH:65]=3)[C:59]=2[CH2:60][CH2:61][CH2:62][CH3:63])=[C:51]([C:78]([N:80]2[CH2:89][CH2:88][C:87]3[C:82](=[CH:83][CH:84]=[CH:85][CH:86]=3)[CH2:81]2)=[O:79])[CH:50]=1)=[O:48])(C)(C)C, predict the reaction product. The product is: [CH2:60]([C:59]1[N:58]([C:64]2[CH:65]=[CH:66][C:67]([CH2:70][CH2:71][OH:72])=[CH:68][CH:69]=2)[N:57]=[C:56]([C:73]([O:75][CH2:76][CH3:77])=[O:74])[C:55]=1[C:52]1[CH:53]=[CH:54][C:49]([C:47]([OH:48])=[O:46])=[CH:50][C:51]=1[C:78]([N:80]1[CH2:89][CH2:88][C:87]2[C:82](=[CH:83][CH:84]=[CH:85][CH:86]=2)[CH2:81]1)=[O:79])[CH2:61][CH2:62][CH3:63]. (8) Given the reactants [F:1][C:2]1[CH:15]=[CH:14][C:5]2[O:6][CH2:7][CH2:8][C:9]([C:11]([OH:13])=O)=[CH:10][C:4]=2[CH:3]=1.C(Cl)(=O)C(Cl)=O.[N:22]1([C:27]2[CH:28]=[C:29]([CH:31]=[CH:32][CH:33]=2)[NH2:30])[CH:26]=[CH:25][N:24]=[CH:23]1, predict the reaction product. The product is: [N:22]1([C:27]2[CH:28]=[C:29]([NH:30][C:11]([C:9]3[CH2:8][CH2:7][O:6][C:5]4[CH:14]=[CH:15][C:2]([F:1])=[CH:3][C:4]=4[CH:10]=3)=[O:13])[CH:31]=[CH:32][CH:33]=2)[CH:26]=[CH:25][N:24]=[CH:23]1. (9) Given the reactants [OH-].[K+].[CH3:3]C1C=CC(S(N(N=O)C)(=O)=O)=CC=1.C(O)CO.CCOCC.[NH:26]1[C:30]2[CH:31]=[C:32]([N:35]3[CH:39]([C:40]4[CH:45]=[CH:44][C:43]([CH:46]5[CH2:51][CH2:50][CH2:49][CH2:48][CH2:47]5)=[CH:42][CH:41]=4)[C:38]([CH3:52])=[C:37]([OH:53])[C:36]3=[O:54])[CH:33]=[CH:34][C:29]=2[N:28]=[CH:27]1, predict the reaction product. The product is: [NH:26]1[C:30]2[CH:31]=[C:32]([N:35]3[CH:39]([C:40]4[CH:45]=[CH:44][C:43]([CH:46]5[CH2:51][CH2:50][CH2:49][CH2:48][CH2:47]5)=[CH:42][CH:41]=4)[C:38]([CH3:52])=[C:37]([O:53][CH3:3])[C:36]3=[O:54])[CH:33]=[CH:34][C:29]=2[N:28]=[CH:27]1.